Task: Predict which catalyst facilitates the given reaction.. Dataset: Catalyst prediction with 721,799 reactions and 888 catalyst types from USPTO (1) Reactant: [Cl:1][C:2]1[CH:7]=[CH:6][C:5]([C:8](=[CH2:13])[C:9]([O:11][CH3:12])=[O:10])=[CH:4][CH:3]=1.[CH:14]([NH2:17])([CH3:16])[CH3:15].[CH3:18][C:19]([O:22][C:23](O[C:23]([O:22][C:19]([CH3:21])([CH3:20])[CH3:18])=[O:24])=[O:24])([CH3:21])[CH3:20]. Product: [C:19]([O:22][C:23]([N:17]([CH:14]([CH3:16])[CH3:15])[CH2:13][CH:8]([C:5]1[CH:4]=[CH:3][C:2]([Cl:1])=[CH:7][CH:6]=1)[C:9]([O:11][CH3:12])=[O:10])=[O:24])([CH3:21])([CH3:20])[CH3:18]. The catalyst class is: 1. (2) The catalyst class is: 2. Reactant: [Cl:1][C:2]1[C:6]([C:7](OCC)=[O:8])=[CH:5][N:4]([C:12]2[S:16][C:15]([C:17]([F:20])([F:19])[F:18])=[N:14][CH:13]=2)[N:3]=1.CC(C[AlH]CC(C)C)C. Product: [Cl:1][C:2]1[C:6]([CH2:7][OH:8])=[CH:5][N:4]([C:12]2[S:16][C:15]([C:17]([F:20])([F:18])[F:19])=[N:14][CH:13]=2)[N:3]=1. (3) Reactant: CN([CH:4]=[O:5])C.[Na].[NH:7]1[CH:11]=[CH:10][N:9]=[C:8]1[CH2:12][NH2:13].[Cl:14][C:15]1[CH:16]=[C:17]([N:30]2[C:35](=[O:36])[NH:34][C:33](=[O:37])[CH:32]=[N:31]2)[CH:18]=[CH:19][C:20]=1[CH:21](Cl)[C:22]1[CH:27]=[CH:26][C:25]([Cl:28])=[CH:24][CH:23]=1. Product: [Cl:14][C:15]1[CH:16]=[C:17]([N:30]2[C:35](=[O:36])[NH:34][C:33](=[O:37])[CH:32]=[N:31]2)[CH:18]=[CH:19][C:20]=1[CH:21]([C:22]1[CH:27]=[CH:26][C:25]([Cl:28])=[CH:24][CH:23]=1)[NH:7][CH2:8][CH2:4][OH:5].[Cl:14][C:15]1[CH:16]=[C:17]([N:30]2[C:35](=[O:36])[NH:34][C:33](=[O:37])[CH:32]=[N:31]2)[CH:18]=[CH:19][C:20]=1[CH:21]([C:22]1[CH:23]=[CH:24][C:25]([Cl:28])=[CH:26][CH:27]=1)[NH:13][CH2:12][C:8]1[NH:7][CH:11]=[CH:10][N:9]=1. The catalyst class is: 881.